From a dataset of Full USPTO retrosynthesis dataset with 1.9M reactions from patents (1976-2016). Predict the reactants needed to synthesize the given product. (1) Given the product [Br:1][C:2]1[N:7]=[C:6]2[N:8]([CH3:22])[C:9]3[CH2:14][CH2:13][N:12]([C:15]([O:17][C:18]([CH3:19])([CH3:21])[CH3:20])=[O:16])[C:11](=[O:25])[C:10]=3[C:5]2=[CH:4][CH:3]=1, predict the reactants needed to synthesize it. The reactants are: [Br:1][C:2]1[N:7]=[C:6]2[N:8]([CH3:22])[C:9]3[CH2:14][CH2:13][N:12]([C:15]([O:17][C:18]([CH3:21])([CH3:20])[CH3:19])=[O:16])[CH2:11][C:10]=3[C:5]2=[CH:4][CH:3]=1.C1OCCOCCOCCOCCOCC[O:25]C1.[O-][Mn](=O)(=O)=O.[K+]. (2) The reactants are: [CH3:1][C:2]1[CH:3]=[C:4]([CH:9]2[CH2:14][N:13]([C:15]([N:17]3[CH2:22][CH2:21][O:20][CH2:19][CH2:18]3)=[O:16])[CH2:12][CH:11]([C:23](O)=[O:24])[CH2:10]2)[CH:5]=[CH:6][C:7]=1[CH3:8].O[NH:27][C:28](=[NH:36])[CH2:29][S:30]([CH:33]([CH3:35])[CH3:34])(=[O:32])=[O:31]. Given the product [CH3:1][C:2]1[CH:3]=[C:4]([CH:9]2[CH2:10][CH:11]([C:23]3[O:24][N:36]=[C:28]([CH2:29][S:30]([CH:33]([CH3:35])[CH3:34])(=[O:32])=[O:31])[N:27]=3)[CH2:12][N:13]([C:15]([N:17]3[CH2:18][CH2:19][O:20][CH2:21][CH2:22]3)=[O:16])[CH2:14]2)[CH:5]=[CH:6][C:7]=1[CH3:8], predict the reactants needed to synthesize it. (3) Given the product [CH3:1][C@H:2]1[CH2:3][N:4]([S:8]([C:11]2[CH:12]=[CH:13][C:14]([C:17]([F:20])([F:18])[F:19])=[CH:15][CH:16]=2)(=[O:9])=[O:10])[CH2:5][CH2:6][N:7]1[C:63]([C:58]1[CH:59]=[N:60][CH:61]=[CH:62][C:57]=1[CH3:56])=[O:64], predict the reactants needed to synthesize it. The reactants are: [CH3:1][C@@H:2]1[NH:7][CH2:6][CH2:5][N:4]([S:8]([C:11]2[CH:16]=[CH:15][C:14]([C:17]([F:20])([F:19])[F:18])=[CH:13][CH:12]=2)(=[O:10])=[O:9])[CH2:3]1.C1C=CC2N(O)N=NC=2C=1.O.CN(C(ON1N=NC2C=CC=CC1=2)=[N+](C)C)C.F[P-](F)(F)(F)(F)F.[CH3:56][C:57]1[CH:62]=[CH:61][N:60]=[CH:59][C:58]=1[C:63](O)=[O:64].CCN(C(C)C)C(C)C. (4) The reactants are: [NH2:1][CH2:2][CH2:3][C:4]([N:6]1[CH2:11][CH:10]=[C:9]([C:12]2[CH:13]=[C:14]([NH:18][C:19](=[O:30])[C:20]3[CH:25]=[CH:24][CH:23]=[C:22]([C:26]([F:29])([F:28])[F:27])[CH:21]=3)[CH:15]=[CH:16][CH:17]=2)[N:8]2[N:31]=[CH:32][CH:33]=[C:7]12)=[O:5].CCN(C(C)C)C(C)C.[C:43](OC(=O)C)(=[O:45])[CH3:44]. Given the product [C:43]([NH:1][CH2:2][CH2:3][C:4]([N:6]1[CH2:11][CH:10]=[C:9]([C:12]2[CH:13]=[C:14]([NH:18][C:19](=[O:30])[C:20]3[CH:25]=[CH:24][CH:23]=[C:22]([C:26]([F:27])([F:29])[F:28])[CH:21]=3)[CH:15]=[CH:16][CH:17]=2)[N:8]2[N:31]=[CH:32][CH:33]=[C:7]12)=[O:5])(=[O:45])[CH3:44], predict the reactants needed to synthesize it. (5) Given the product [F:1][C:2]1[CH:3]=[C:4]([N:8]2[C@@:12]3([CH2:17][CH2:16][NH:15][C@@H:14]([CH3:28])[CH2:13]3)[C:11](=[O:29])[C:10]([CH3:30])([CH3:31])[S:9]2(=[O:33])=[O:32])[CH:5]=[CH:6][CH:7]=1, predict the reactants needed to synthesize it. The reactants are: [F:1][C:2]1[CH:3]=[C:4]([N:8]2[C@@:12]3([CH2:17][CH2:16][N:15](C(OCC4C=CC=CC=4)=O)[C@@H:14]([CH3:28])[CH2:13]3)[C:11](=[O:29])[C:10]([CH3:31])([CH3:30])[S:9]2(=[O:33])=[O:32])[CH:5]=[CH:6][CH:7]=1. (6) Given the product [CH2:1]([O:3][C:4](=[O:17])/[C:5](=[N:24]/[O:23][CH:18]1[CH2:22][CH2:21][CH2:20][CH2:19]1)/[C:7]1[CH:12]=[CH:11][C:10]([S:13]([CH3:16])(=[O:15])=[O:14])=[CH:9][CH:8]=1)[CH3:2], predict the reactants needed to synthesize it. The reactants are: [CH2:1]([O:3][C:4](=[O:17])[C:5]([C:7]1[CH:12]=[CH:11][C:10]([S:13]([CH3:16])(=[O:15])=[O:14])=[CH:9][CH:8]=1)=O)[CH3:2].[CH:18]1([O:23][NH2:24])[CH2:22][CH2:21][CH2:20][CH2:19]1. (7) Given the product [Br:21][C:9]1[C:8]2[C:12](=[CH:13][CH:14]=[CH:15][C:7]=2[C:2]2[CH:3]=[CH:4][CH:5]=[CH:6][C:1]=2[CH3:20])[NH:11][C:10]=1[C:16]([O:18][CH3:19])=[O:17], predict the reactants needed to synthesize it. The reactants are: [C:1]1([CH3:20])[CH:6]=[CH:5][CH:4]=[CH:3][C:2]=1[C:7]1[CH:15]=[CH:14][CH:13]=[C:12]2[C:8]=1[CH:9]=[C:10]([C:16]([O:18][CH3:19])=[O:17])[NH:11]2.[Br:21]N1C(=O)CCC1=O. (8) Given the product [Cl:1][C:2]1[CH:11]=[C:10]([F:12])[C:9]([C:23]2[C:28]([F:29])=[CH:27][CH:26]=[CH:25][N:24]=2)=[CH:8][C:3]=1[C:4]([O:6][CH3:7])=[O:5], predict the reactants needed to synthesize it. The reactants are: [Cl:1][C:2]1[CH:11]=[C:10]([F:12])[C:9](B2OC(C)(C)C(C)(C)O2)=[CH:8][C:3]=1[C:4]([O:6][CH3:7])=[O:5].Br[C:23]1[C:28]([F:29])=[CH:27][CH:26]=[CH:25][N:24]=1.C1(C)C=CC=CC=1P(C1C=CC=CC=1C)C1C=CC=CC=1C.C([O-])([O-])=O.[Na+].[Na+]. (9) Given the product [CH3:13][O:14][C:15]1[CH:16]=[C:17]([C:23]([NH:26][C:2]2[C:3]3[N:4]([CH:10]=[CH:11][CH:12]=3)[N:5]=[CH:6][C:7]=2[C:8]#[N:9])([CH3:24])[CH3:25])[CH:18]=[CH:19][C:20]=1[O:21][CH3:22], predict the reactants needed to synthesize it. The reactants are: Cl[C:2]1[C:3]2[N:4]([CH:10]=[CH:11][CH:12]=2)[N:5]=[CH:6][C:7]=1[C:8]#[N:9].[CH3:13][O:14][C:15]1[CH:16]=[C:17]([C:23]([NH2:26])([CH3:25])[CH3:24])[CH:18]=[CH:19][C:20]=1[O:21][CH3:22].CCN(C(C)C)C(C)C. (10) Given the product [C:12]1([C:9]2[N:10]=[CH:11][C:6]([NH2:3])=[CH:7][CH:8]=2)[CH:13]=[CH:14][CH:15]=[CH:16][CH:17]=1, predict the reactants needed to synthesize it. The reactants are: [Cl-].[NH4+].[N+:3]([C:6]1[CH:7]=[CH:8][C:9]([C:12]2[CH:17]=[CH:16][CH:15]=[CH:14][CH:13]=2)=[N:10][CH:11]=1)([O-])=O.